From a dataset of Catalyst prediction with 721,799 reactions and 888 catalyst types from USPTO. Predict which catalyst facilitates the given reaction. Reactant: [CH2:1]([O:8][C@H:9]1[C@H:14]([O:15][CH2:16][C:17]2[CH:22]=[CH:21][CH:20]=[CH:19][CH:18]=2)[C@@H:13]([O:23][CH2:24][C:25]2[CH:30]=[CH:29][CH:28]=[CH:27][CH:26]=2)[C@@:12]([C:33]2[CH:38]=[CH:37][C:36]([Cl:39])=[C:35]([CH2:40][C:41]3[CH:46]=[CH:45][C:44]([O:47][C:48]([F:51])([F:50])[F:49])=[CH:43][CH:42]=3)[CH:34]=2)([O:31][CH3:32])[O:11][C@@H:10]1[CH2:52][O:53][Si](C(C)(C)C)(C)C)[C:2]1[CH:7]=[CH:6][CH:5]=[CH:4][CH:3]=1.C(Cl)(=O)C. Product: [CH2:1]([O:8][C@H:9]1[C@H:14]([O:15][CH2:16][C:17]2[CH:22]=[CH:21][CH:20]=[CH:19][CH:18]=2)[C@@H:13]([O:23][CH2:24][C:25]2[CH:30]=[CH:29][CH:28]=[CH:27][CH:26]=2)[C@@:12]([C:33]2[CH:38]=[CH:37][C:36]([Cl:39])=[C:35]([CH2:40][C:41]3[CH:42]=[CH:43][C:44]([O:47][C:48]([F:50])([F:51])[F:49])=[CH:45][CH:46]=3)[CH:34]=2)([O:31][CH3:32])[O:11][C@@H:10]1[CH2:52][OH:53])[C:2]1[CH:3]=[CH:4][CH:5]=[CH:6][CH:7]=1. The catalyst class is: 5.